Dataset: NCI-60 drug combinations with 297,098 pairs across 59 cell lines. Task: Regression. Given two drug SMILES strings and cell line genomic features, predict the synergy score measuring deviation from expected non-interaction effect. Drug 1: COC1=CC(=CC(=C1O)OC)C2C3C(COC3=O)C(C4=CC5=C(C=C24)OCO5)OC6C(C(C7C(O6)COC(O7)C8=CC=CS8)O)O. Drug 2: C(CN)CNCCSP(=O)(O)O. Cell line: HOP-62. Synergy scores: CSS=34.1, Synergy_ZIP=1.28, Synergy_Bliss=6.50, Synergy_Loewe=-34.4, Synergy_HSA=4.41.